This data is from Full USPTO retrosynthesis dataset with 1.9M reactions from patents (1976-2016). The task is: Predict the reactants needed to synthesize the given product. The reactants are: [C:1]([O:5][C:6]([N:8]1[CH2:13][CH2:12][N:11]([C:14]2[CH:19]=[CH:18][C:17]([OH:20])=[CH:16][CH:15]=2)[C@@H:10]([CH2:21][O:22][CH2:23][C:24]2[CH:29]=[CH:28][C:27]([O:30][CH3:31])=[CH:26][CH:25]=2)[CH2:9]1)=[O:7])([CH3:4])([CH3:3])[CH3:2].Br[CH2:33][CH2:34][CH2:35][OH:36].C(=O)([O-])[O-].[K+].[K+]. Given the product [C:1]([O:5][C:6]([N:8]1[CH2:13][CH2:12][N:11]([C:14]2[CH:19]=[CH:18][C:17]([O:20][CH2:33][CH2:34][CH2:35][OH:36])=[CH:16][CH:15]=2)[C@@H:10]([CH2:21][O:22][CH2:23][C:24]2[CH:25]=[CH:26][C:27]([O:30][CH3:31])=[CH:28][CH:29]=2)[CH2:9]1)=[O:7])([CH3:4])([CH3:3])[CH3:2], predict the reactants needed to synthesize it.